From a dataset of Rat liver microsome stability data. Regression/Classification. Given a drug SMILES string, predict its absorption, distribution, metabolism, or excretion properties. Task type varies by dataset: regression for continuous measurements (e.g., permeability, clearance, half-life) or binary classification for categorical outcomes (e.g., BBB penetration, CYP inhibition). Dataset: rlm. The molecule is Fc1cccc(CN2CCNc3cc(Nc4ccccc4)ncc3C2)c1. The result is 1 (stable in rat liver microsomes).